This data is from Forward reaction prediction with 1.9M reactions from USPTO patents (1976-2016). The task is: Predict the product of the given reaction. (1) The product is: [CH:29]1([NH:32][C:10]2[C:9]3[C:14](=[CH:15][CH:16]=[C:7]([C:2]4[CH:3]=[CH:4][CH:5]=[CH:6][C:1]=4[CH3:28])[CH:8]=3)[N:13]=[C:12]([N:17]3[CH:21]=[C:20]([C:22]([OH:24])=[O:23])[CH:19]=[N:18]3)[N:11]=2)[CH2:31][CH2:30]1. Given the reactants [C:1]1([CH3:28])[CH:6]=[CH:5][CH:4]=[CH:3][C:2]=1[C:7]1[CH:8]=[C:9]2[C:14](=[CH:15][CH:16]=1)[N:13]=[C:12]([N:17]1[CH:21]=[C:20]([C:22]([O:24]CC)=[O:23])[CH:19]=[N:18]1)[NH:11][C:10]2=O.[CH:29]1([NH2:32])[CH2:31][CH2:30]1, predict the reaction product. (2) Given the reactants [OH:1][CH2:2][CH:3]([CH2:6][OH:7])[CH2:4][OH:5].CO[C:10](OC)([CH3:12])[CH3:11].O.C1(C)C=CC(S(O)(=O)=O)=CC=1.C(N(CC)CC)C, predict the reaction product. The product is: [CH3:11][C:10]1([CH3:12])[O:5][CH2:4][CH:3]([CH2:6][OH:7])[CH2:2][O:1]1. (3) Given the reactants CCN(CC)CC.[CH2:8]([NH2:11])[CH2:9][OH:10].[CH3:12][C:13]([O:16][C:17](O[C:17]([O:16][C:13]([CH3:15])([CH3:14])[CH3:12])=[O:18])=[O:18])([CH3:15])[CH3:14], predict the reaction product. The product is: [C:13]([O:16][C:17](=[O:18])[NH:11][CH2:8][CH2:9][OH:10])([CH3:15])([CH3:14])[CH3:12]. (4) Given the reactants [Cl:1][C:2]1[N:10]=[C:9]2[C:5]([N:6]=[CH:7][N:8]2[CH:11]2[CH2:16][CH2:15][CH2:14][CH2:13][O:12]2)=[C:4](Cl)[N:3]=1.CC[N:20]([CH:24]([CH3:26])C)[CH:21]([CH3:23])C.[C:27]([N:30]1[CH2:36][CH2:35][CH2:34][NH:33][CH2:32][CH2:31]1)(=[O:29])[CH3:28].[CH3:37]CCCO, predict the reaction product. The product is: [C:27]([N:30]1[CH2:36][CH2:35][CH2:34][N:33]([C:21]2[N:20]=[CH:24][C:26]([C:4]3[N:3]=[C:2]([Cl:1])[N:10]=[C:9]4[C:5]=3[N:6]=[CH:7][N:8]4[CH:11]3[CH2:16][CH2:15][CH2:14][CH2:13][O:12]3)=[CH:37][CH:23]=2)[CH2:32][CH2:31]1)(=[O:29])[CH3:28]. (5) The product is: [C:1]1([C:7]2[CH:21]=[C:10]3[C:11]4[CH:17]([CH2:18][CH2:19][NH:20][C:29](=[O:31])[CH3:30])[CH2:16][CH2:15][C:12]=4[CH:13]=[CH:14][N:9]3[N:8]=2)[CH:2]=[CH:3][CH:4]=[CH:5][CH:6]=1. Given the reactants [C:1]1([C:7]2[CH:21]=[C:10]3[C:11]4[CH:17]([CH2:18][CH2:19][NH2:20])[CH2:16][CH2:15][C:12]=4[CH:13]=[CH:14][N:9]3[N:8]=2)[CH:6]=[CH:5][CH:4]=[CH:3][CH:2]=1.C(N(CC)CC)C.[C:29](OC(=O)C)(=[O:31])[CH3:30].C(=O)([O-])O.[Na+], predict the reaction product. (6) Given the reactants [CH3:1][O:2][C:3]1[CH:12]=[C:11]2[C:6]([CH2:7][CH2:8][C:9](=[N:15]O)[C:10]2([CH3:14])[CH3:13])=[CH:5][CH:4]=1.C(NCC)C.[H-].[Al+3].[Li+].[H-].[H-].[H-].[H][H].[O-]S([O-])(=O)=O.[Na+].[Na+].C(=O)([O-])[O-].[Na+].[Na+], predict the reaction product. The product is: [CH3:1][O:2][C:3]1[CH:12]=[C:11]2[C:6](=[CH:5][CH:4]=1)[CH2:7][C@H:8]1[NH:15][C@H:9]1[C:10]2([CH3:14])[CH3:13].